This data is from Forward reaction prediction with 1.9M reactions from USPTO patents (1976-2016). The task is: Predict the product of the given reaction. The product is: [CH3:18][O:17][C:14]1[CH:15]=[CH:16][C:11]([C:9]2[CH:10]=[C:4]3[CH:3]=[C:2]([B:19]4[O:23][C:22]([CH3:25])([CH3:24])[C:21]([CH3:27])([CH3:26])[O:20]4)[CH:7]=[CH:6][N:5]3[N:8]=2)=[CH:12][CH:13]=1. Given the reactants Br[C:2]1[CH:7]=[CH:6][N:5]2[N:8]=[C:9]([C:11]3[CH:16]=[CH:15][C:14]([O:17][CH3:18])=[CH:13][CH:12]=3)[CH:10]=[C:4]2[CH:3]=1.[B:19]1([B:19]2[O:23][C:22]([CH3:25])([CH3:24])[C:21]([CH3:27])([CH3:26])[O:20]2)[O:23][C:22]([CH3:25])([CH3:24])[C:21]([CH3:27])([CH3:26])[O:20]1.C([O-])(=O)C.[K+], predict the reaction product.